From a dataset of Full USPTO retrosynthesis dataset with 1.9M reactions from patents (1976-2016). Predict the reactants needed to synthesize the given product. (1) Given the product [NH:34]1[CH2:33][CH2:32][CH:31]([N:29]2[CH:30]=[C:26]([NH:25][C:17]3[N:16]=[C:15]([CH2:14][CH2:13][C:12]4[CH:44]=[CH:45][CH:46]=[CH:47][C:11]=4[CH2:10][C:9]([NH2:8])=[O:48])[C:20]([C:21]([F:22])([F:24])[F:23])=[CH:19][N:18]=3)[CH:27]=[N:28]2)[CH2:36][CH2:35]1, predict the reactants needed to synthesize it. The reactants are: C(O)(C(F)(F)F)=O.[NH2:8][C:9](=[O:48])[CH2:10][C:11]1[CH:47]=[CH:46][CH:45]=[CH:44][C:12]=1[CH2:13][CH2:14][C:15]1[C:20]([C:21]([F:24])([F:23])[F:22])=[CH:19][N:18]=[C:17]([NH:25][C:26]2[CH:27]=[N:28][N:29]([CH:31]3[CH2:36][CH2:35][N:34](C(OC(C)(C)C)=O)[CH2:33][CH2:32]3)[CH:30]=2)[N:16]=1. (2) The reactants are: [C:1]1([C:7]2[C:12](B(O)O)=[CH:11][CH:10]=[CH:9][N:8]=2)[CH:6]=[CH:5][CH:4]=[CH:3][CH:2]=1.[CH3:16][C:17]1[C:21]([C:22]2[CH:23]=[C:24](C3C(CC)=CC=C4C=3C=CC=N4)[C:25]3[N:29]=[C:28]([NH:30][S:31]([CH:34]([CH3:36])[CH3:35])(=[O:33])=[O:32])[NH:27][C:26]=3[CH:37]=2)=[C:20]([CH3:50])[O:19][N:18]=1. Given the product [CH3:16][C:17]1[C:21]([C:22]2[CH:23]=[C:24]([C:12]3[C:7]([C:1]4[CH:6]=[CH:5][CH:4]=[CH:3][CH:2]=4)=[N:8][CH:9]=[CH:10][CH:11]=3)[C:25]3[N:29]=[C:28]([NH:30][S:31]([CH:34]([CH3:35])[CH3:36])(=[O:32])=[O:33])[NH:27][C:26]=3[CH:37]=2)=[C:20]([CH3:50])[O:19][N:18]=1, predict the reactants needed to synthesize it.